This data is from Peptide-MHC class I binding affinity with 185,985 pairs from IEDB/IMGT. The task is: Regression. Given a peptide amino acid sequence and an MHC pseudo amino acid sequence, predict their binding affinity value. This is MHC class I binding data. (1) The peptide sequence is HYLKSFSPL. The MHC is H-2-Kb with pseudo-sequence H-2-Kb. The binding affinity (normalized) is 0.532. (2) The peptide sequence is KQYIVATLMK. The MHC is HLA-A02:01 with pseudo-sequence HLA-A02:01. The binding affinity (normalized) is 0.139. (3) The peptide sequence is TPSDLNTML. The binding affinity (normalized) is 0.695. The MHC is HLA-B42:01 with pseudo-sequence HLA-B42:01. (4) The peptide sequence is ARHGEYAPF. The MHC is HLA-B39:01 with pseudo-sequence HLA-B39:01. The binding affinity (normalized) is 0.353. (5) The peptide sequence is ALYGALLLA. The MHC is HLA-A02:01 with pseudo-sequence HLA-A02:01. The binding affinity (normalized) is 0.818. (6) The peptide sequence is FTAKINEMV. The MHC is HLA-A68:02 with pseudo-sequence HLA-A68:02. The binding affinity (normalized) is 1.00. (7) The peptide sequence is TINAWIKVV. The MHC is HLA-A68:02 with pseudo-sequence HLA-A68:02. The binding affinity (normalized) is 0.193. (8) The peptide sequence is FLGKIWPSHK. The MHC is HLA-A26:01 with pseudo-sequence HLA-A26:01. The binding affinity (normalized) is 0.